This data is from Catalyst prediction with 721,799 reactions and 888 catalyst types from USPTO. The task is: Predict which catalyst facilitates the given reaction. (1) Reactant: Br[C:2]1[C:3]([N:27]2[CH2:33][CH:32]([OH:34])[CH2:31][N:30]([C:35]([O:37][C:38]([CH3:41])([CH3:40])[CH3:39])=[O:36])[CH2:29][CH2:28]2)=[N:4][C:5]([N:8]2[C:16]3[CH:15]=[C:14]([C:17]4[CH:18]=[N:19][N:20]([CH2:22][C:23]([F:26])([F:25])[F:24])[CH:21]=4)[N:13]=[CH:12][C:11]=3[CH:10]=[N:9]2)=[CH:6][CH:7]=1.[CH3:42]B1OB(C)OB(C)O1.C1CCC(P(C2CCCCC2)C2CCCCC2)CC1.C([O-])([O-])=O.[Cs+].[Cs+]. Product: [OH:34][CH:32]1[CH2:31][N:30]([C:35]([O:37][C:38]([CH3:39])([CH3:41])[CH3:40])=[O:36])[CH2:29][CH2:28][N:27]([C:3]2[C:2]([CH3:42])=[CH:7][CH:6]=[C:5]([N:8]3[C:16]4[CH:15]=[C:14]([C:17]5[CH:18]=[N:19][N:20]([CH2:22][C:23]([F:25])([F:24])[F:26])[CH:21]=5)[N:13]=[CH:12][C:11]=4[CH:10]=[N:9]3)[N:4]=2)[CH2:33]1. The catalyst class is: 62. (2) Reactant: [C:1]([Si:5]([CH3:20])([CH3:19])[O:6][C@@H:7]1[CH2:14][N:13]([CH2:15][CH2:16][CH2:17][NH2:18])[CH2:12][CH2:11][C:8]21[CH2:10][CH2:9]2)([CH3:4])([CH3:3])[CH3:2].[CH3:21][O:22][CH:23]([O:26][CH3:27])[CH:24]=O.[BH4-].[Na+]. Product: [C:1]([Si:5]([CH3:20])([CH3:19])[O:6][C@@H:7]1[CH2:14][N:13]([CH2:15][CH2:16][CH2:17][NH:18][CH2:24][CH:23]([O:26][CH3:27])[O:22][CH3:21])[CH2:12][CH2:11][C:8]21[CH2:10][CH2:9]2)([CH3:4])([CH3:3])[CH3:2]. The catalyst class is: 5. (3) Reactant: C([O:3][C:4]([CH:6]1[CH:10]([C:11]2[C:16]([O:17][CH3:18])=[CH:15][C:14]([O:19][CH3:20])=[CH:13][C:12]=2[O:21][CH3:22])[CH2:9][NH:8][C:7]1=O)=O)C.B.Cl.C([O-])([O-])=O.[Na+].[Na+]. Product: [CH3:18][O:17][C:16]1[CH:15]=[C:14]([O:19][CH3:20])[CH:13]=[C:12]([O:21][CH3:22])[C:11]=1[CH:10]1[CH2:9][NH:8][CH2:7][CH:6]1[CH2:4][OH:3]. The catalyst class is: 20.